The task is: Binary Classification. Given a drug SMILES string, predict its activity (active/inactive) in a high-throughput screening assay against a specified biological target.. This data is from HIV replication inhibition screening data with 41,000+ compounds from the AIDS Antiviral Screen. (1) The molecule is CCC(C)(C)c1ccc(OCCCCNC(=O)c2ccc3ccccc3c2O)c(C(C)(C)CC)c1. The result is 0 (inactive). (2) The drug is CCCNCc1c2c(O)c3c(O)c(C)c4c(c3c1O)C(=O)C(C)(OC=CC(OC)C(C)C(OC(C)=O)C(C)C(O)C(C)C(O)C(C)C=CC=C(C)C(=O)N2)O4. The result is 0 (inactive). (3) The compound is COC(=O)C(Cc1ccccc1)N=Cc1c(O)c(O)c(C(C)C)c2cc(C)c(-c3c(C)cc4c(C(C)C)c(O)c(O)c(C=NC(Cc5ccccc5)C(=O)OC)c4c3O)c(O)c12. The result is 0 (inactive). (4) The drug is c1ccc2c(OCCSCCCCCCCCCCSCCOc3cccc4ccccc34)cccc2c1. The result is 0 (inactive). (5) The compound is Cc1cn2c(nc1=O)OC1C(O)C(CCl)OC12. The result is 0 (inactive). (6) The compound is c1ccc2c(Nc3ncco3)cccc2c1. The result is 0 (inactive). (7) The drug is CCC(C(=O)OC)C1CCN(C)C(=O)C12CO2. The result is 0 (inactive).